From a dataset of Experimentally validated miRNA-target interactions with 360,000+ pairs, plus equal number of negative samples. Binary Classification. Given a miRNA mature sequence and a target amino acid sequence, predict their likelihood of interaction. (1) The miRNA is hsa-miR-6780a-3p with sequence CUCCUCUGUUUUCUUUCCUAG. The protein sequence of the target gene is MSNGYRTLSQHLNDLKKENFSLKLRIYFLEERMQQKYEVSREDVYKRNIELKVEVESLKRELQDRKQHLDKTWADAEDLNSQNEAELRRQVEERQQETEHVYELLGNKIQLLQEEPRLAKNEATEMETLVEAEKRCNLELSERWTNAAKNREDAAGDQEKPDQYSEALAQRDRRIEELRQSLAAQEGLVEQLSQEKRQLLHLLEEPASMEVQPVPKGLPTQQKPDLHETPTTQPPVSESHLAELQDKIQQTEATNKILQEKLNDLSCELKSAQESSQKQDTTIQSLKEMLKSRESETEEL.... Result: 0 (no interaction). (2) The miRNA is hsa-miR-6729-5p with sequence UGGGCGAGGGCGGCUGAGCGGC. The protein sequence of the target gene is MSTQRLRNEDYHDYSSTDVSPEESPSEGLNNLSSPGSYQRFGQSNSTTWFQTLIHLLKGNIGTGLLGLPLAVKNAGIVMGPISLLIIGIVAVHCMGILVKCAHHFCRRLNKSFVDYGDTVMYGLESSPCSWLRNHAHWGRRVVDFFLIVTQLGFCCVYFVFLADNFKQVIEAANGTTNNCHNNETVILTPTMDSRLYMLSFLPFLVLLVFIRNLRALSIFSLLANITMLVSLVMIYQFIVQRIPDPSHLPLVAPWKTYPLFFGTAIFSFEGIGMVLPLENKMKDPRKFPLILYLGMVIVT.... Result: 1 (interaction). (3) The miRNA is mmu-miR-124-3p with sequence UAAGGCACGCGGUGAAUGCC. The protein sequence of the target gene is MLTRKPSAAAPAAYPTGRGGDTAVRQLQASPGIGAGAPRSGVGTGPPSPIALPPLRASNATTTAHTIGGSKHTMNDHLHLNSHGQIQVQQLFEDNSNKRTVLTTQPNGLTTVGKTGLPGVPERQLESIHRRQGSSTSLKSMEGMGKVKASPMTPEQAMKQYMQKLTAFEHHEIFSYPEIYFLGPNAKKRQGMTGGPNNGGYDDDQGSYVQVPHDHVAYRYEVLKVIGKGSFGQVVKAYDHKVHQHVALKMVRNEKRFHRQAAEEIRILEHLRKQDKDNTMNVIHMLENFTFRNHICMTFE.... Result: 1 (interaction). (4) The miRNA is cel-miR-37-3p with sequence UCACCGGGUGAACACUUGCAGU. The protein sequence of the target gene is MLRMRVPALLVLLFCFRGRAGPSPHFLQQPEDLVVLLGEEARLPCALGAYWGLVQWTKSGLALGGQRDLPGWSRYWISGNAANGQHDLHIRPVELEDEASYECQATQAGLRSRPAQLHVLVPPEAPQVLGGPSVSLVAGVPANLTCRSRGDARPTPELLWFRDGVLLDGATFHQTLLKEGTPGSVESTLTLTPFSHDDGATFVCRARSQALPTGRDTAITLSLQYPPEVTLSASPHTVQEGEKVIFLCQATAQPPVTGYRWAKGGSPVLGARGPRLEVVADASFLTEPVSCEVSNAVGSA.... Result: 0 (no interaction). (5) The miRNA is hsa-miR-625-3p with sequence GACUAUAGAACUUUCCCCCUCA. The protein sequence of the target gene is MAARVGAFLKNAWDKEPVLVVSFVVGGLAVILPPLSPYFKYSVMINKATPYNYPVPVRDDGNMPDVPSHPQDPQGPSLEWLKKL. Result: 0 (no interaction).